The task is: Predict the product of the given reaction.. This data is from Forward reaction prediction with 1.9M reactions from USPTO patents (1976-2016). Given the reactants Br[C:2]1[N:3]=[C:4]([C:7]([NH:9][C:10]2[CH:15]=[CH:14][CH:13]=[CH:12][C:11]=2[CH2:16][C:17]([O:19]C)=[O:18])=[O:8])[S:5][CH:6]=1.[F:21][C:22]1[CH:23]=[C:24]([CH:34]=[C:35](B2OC(C)(C)C(C)(C)O2)[CH:36]=1)[CH2:25][NH:26][C:27](=[O:33])[O:28][C:29]([CH3:32])([CH3:31])[CH3:30].[O-]P([O-])([O-])=O.[K+].[K+].[K+].C(Cl)Cl, predict the reaction product. The product is: [C:29]([O:28][C:27]([NH:26][CH2:25][C:24]1[CH:34]=[C:35]([C:2]2[N:3]=[C:4]([C:7]([NH:9][C:10]3[CH:15]=[CH:14][CH:13]=[CH:12][C:11]=3[CH2:16][C:17]([OH:19])=[O:18])=[O:8])[S:5][CH:6]=2)[CH:36]=[C:22]([F:21])[CH:23]=1)=[O:33])([CH3:32])([CH3:30])[CH3:31].